Dataset: Drug-target binding data from BindingDB using IC50 measurements. Task: Regression. Given a target protein amino acid sequence and a drug SMILES string, predict the binding affinity score between them. We predict pIC50 (pIC50 = -log10(IC50 in M); higher means more potent). Dataset: bindingdb_ic50. (1) The drug is NC(=O)[C@H](CO)NC(=O)[C@H]1CCCN1C(=O)[C@H](CO)NC(=O)[C@H]1CCCN1. The target protein (P09790) has sequence MKAKRFKINAISLSIFLAYALTPYSEAALVRDDVDYQIFRDFAENKGKFFVGATDLSVKNKRGQNIGNALSNVPMIDFSVADVNKRIATVVDPQYAVSVKHAKAEVHTFYYGQYNGHNDVADKENEYRVVEQNNYEPHKAWGASNLGRLEDYNMARFNKFVTEVAPIAPTDAGGGLDTYKDKNRFSSFVRIGAGRQLVYEKGVYHQEGNEKGYDLRDLSQAYRYAIAGTPYKDINIDQTMNTEGLIGFGNHNKQYSAEELKQALSQDALTNYGVLGDSGSPLFAFDKQKNQWVFLGTYDYWAGYGKKSWQEWNIYKKEFADKIKQHDNAGTVKGNGEHHWKTTGTNSHIGSTAVRLANNEGDANNGQNVTFEDNGTLVLNQNINQGAGGLFFKGDYTVKGANNDITWLGAGIDVADGKKVVWQVKNPNGDRLAKIGKGTLEINGTGVNQGQLKVGDGTVILNQKADADKKVQAFSQVGIVSGRGTLVLNSSNQINPDNLY.... The pIC50 is 3.0. (2) The compound is COc1ncccc1-c1c(C2CC2)c2c(n1C)C(c1ccc(Cl)cc1)N(c1cc(C)c3nnc(C)n3c1)C2=O. The target protein sequence is NPPPPETSNPNKPKRQTNQLQYLLRVVLKTLWKHQFAWPFQQPVDAVKLNLPDYYKIIKTPMDMGTIKKRLENNYYWNAQECIQDFNTMFTNCYIYNKPGDDIVLMAEALEKLFLQKINELPTEETEIMIVQAKGRGRGRKETGTAKPGVSTVPNTTQASTPPQTQTPQPNPPPVQATPHPFPAVTPDLIVQTPVMTVVPPQPLQTPPPVPPQPQPPPAPAPQPVQSHPPIIAATPQPVKTKKGVKRKADTTTPTTIDPIHEPPSLPPEPKTTKLGQRRESSRPVKPPKKDVPDSQQHPAPEKSSKVSEQLKCCSGILKEMFAKKHAAYAWPFYKPVDVEALGLHDYCDIIKHPMDMSTIKSKLEAREYRDAQEFGADVRLMFSNCYKYNPPDHEVVAMARKLQDVFEMRFAKMPDEPEEPVVAVSSPAVPPPT. The pIC50 is 8.0. (3) The drug is O=C(O)c1cc(N2C(=O)C=CC2=O)cc(N2C(=O)C=CC2=O)c1. The target protein sequence is MSNGYEDHMAEDCRGDIGRTNLIVNYLPQNMTQDELRSLFSSIGEVESAKLIRDKVAGHSLGYGFVNYVTAKDAERAINTLNGLRLQSKTIKVSYARPSSEVIKDANLYISGLPRTMTQKDVEDMFSRFGRIINSRVLVDQTTGLSRGVAFIRFDKRSEAEEAITSFNGHKPPGSSEPIAVKFAANPNQNKNVALLSQLYHSPARRFGGPVHHQAQRFRFSPMGVDHMSGLSGVNVPGNASSGWCIFIYNLGQDADEGILWQMFGPFGAVTNVKVIRDFNTNKCKGFGFVTMTNYEEAAMAIASLNGYRLGDKILQVSFKTNKSHK. The pIC50 is 4.6. (4) The small molecule is CC(C)[C@H](NC(=O)[C@H](O)c1ccccc1)C(=O)N[C@@H](CC(=O)O)C(=O)CSCc1ccccc1. The target protein (Q14790) has sequence MDFSRNLYDIGEQLDSEDLASLKFLSLDYIPQRKQEPIKDALMLFQRLQEKRMLEESNLSFLKELLFRINRLDLLITYLNTRKEEMERELQTPGRAQISAYRVMLYQISEEVSRSELRSFKFLLQEEISKCKLDDDMNLLDIFIEMEKRVILGEGKLDILKRVCAQINKSLLKIINDYEEFSKERSSSLEGSPDEFSNGEELCGVMTISDSPREQDSESQTLDKVYQMKSKPRGYCLIINNHNFAKAREKVPKLHSIRDRNGTHLDAGALTTTFEELHFEIKPHDDCTVEQIYEILKIYQLMDHSNMDCFICCILSHGDKGIIYGTDGQEAPIYELTSQFTGLKCPSLAGKPKVFFIQACQGDNYQKGIPVETDSEEQPYLEMDLSSPQTRYIPDEADFLLGMATVNNCVSYRNPAEGTWYIQSLCQSLRERCPRGDDILTILTEVNYEVSNKDDKKNMGKQMPQPTFTLRKKLVFPSD. The pIC50 is 5.9. (5) The small molecule is COC(=O)[C@H]1[C@H](c2ccc(Cl)c(Cl)c2)CC2CC[C@H]1N2C. The target protein (Q9MYX0) has sequence METTPLNSQKQLSACKDGEDCQENGVLQKVVPTPGDKVESGQISNGYSAVPSPGAGDDTRHSIPAATTTLVAELHQGERETWGKKVDFLLSVIGYAVDLGNVWRFPYICYQNGGGAFLIPYTIMAIFGGIPLFYMELALGQYHRNGCISIWRKICPIFKGIGYAICIIAFYIASYYNTIMAWALYYLISSFTDQLPWTSCKNSWNTGNCTNYFSEDNITWTLHSTSPAEEFYTRHVLQIHRSKGLQDLGGISWQLALCIMLIFTVIYFSIWKGVKTSGKVVWVTATFPYIILSVLLVRGATLPGAWRGVLFYLKPNWQKLLETGVWIDAAAQIFFSLGPGFGVLLAFASYNKFNNNCYQDALVTSVVNCMTSFVSGFVIFTVLGYMAEMRNEDVSEVAKDAGPSLLFITYAEAIANMPASTFFAIIFFLMLITLGLDSTFAGLEGVITAVLDEFPHIWAKRREWFVLAVVITCFFGSLVTLTFGGAYVVKLLEEYATGPA.... The pIC50 is 7.6.